This data is from Serine/threonine kinase 33 screen with 319,792 compounds. The task is: Binary Classification. Given a drug SMILES string, predict its activity (active/inactive) in a high-throughput screening assay against a specified biological target. (1) The drug is Brc1oc(C(=O)Nc2c(c3ccccc3)cccc2)cc1. The result is 1 (active). (2) The result is 0 (inactive). The molecule is O(C(=O)CCCNC(=O)CCNC(=O)c1ccc(OCC)cc1)CC. (3) The drug is S1C(N(C(=O)C1)c1c(F)cc(F)cc1)c1ccccc1. The result is 0 (inactive). (4) The molecule is Clc1ncc(C(OCc2[nH]c3c(scc3)c(=O)n2)=O)cc1. The result is 0 (inactive). (5) The result is 1 (active). The drug is O(Cc1ccc(cc1)C(OC)=O)c1c(cccc1)/C=C\C(=O)c1ccc(OCC(O)=O)cc1. (6) The molecule is s1c2c(CCC2)c2c1nc(SCCCC)[nH]c2=O. The result is 0 (inactive). (7) The compound is Clc1ncccc1C(OCC(=O)c1[nH]c(c(c1C)C(OCC)=O)C)=O. The result is 0 (inactive). (8) The compound is s1c(Nc2cc(ccc2)C(=O)C)nc(c2cc([N+]([O-])=O)ccc2)c1. The result is 0 (inactive).